From a dataset of Forward reaction prediction with 1.9M reactions from USPTO patents (1976-2016). Predict the product of the given reaction. Given the reactants CC(O[C:6](=O)[NH:7][CH2:8][CH2:9][CH:10]([OH:17])[C:11]1[CH:16]=[CH:15][CH:14]=[CH:13][CH:12]=1)(C)C.[Cl:19][C:20]1[CH:25]=[C:24]([Cl:26])[CH:23]=[CH:22][C:21]=1[C:27]([F:30])([F:29])[F:28], predict the reaction product. The product is: [ClH:19].[Cl:26][C:24]1[CH:25]=[CH:20][C:21]([C:27]([F:28])([F:29])[F:30])=[C:22]([CH:23]=1)[O:17][CH:10]([C:11]1[CH:12]=[CH:13][CH:14]=[CH:15][CH:16]=1)[CH2:9][CH2:8][NH:7][CH3:6].